This data is from CYP2C19 inhibition data for predicting drug metabolism from PubChem BioAssay. The task is: Regression/Classification. Given a drug SMILES string, predict its absorption, distribution, metabolism, or excretion properties. Task type varies by dataset: regression for continuous measurements (e.g., permeability, clearance, half-life) or binary classification for categorical outcomes (e.g., BBB penetration, CYP inhibition). Dataset: cyp2c19_veith. (1) The compound is Cc1cc(NC(=O)CSc2n[nH]c(-c3cccs3)n2)no1. The result is 1 (inhibitor). (2) The drug is COc1cc2nc(N3CCN(C(=O)[C@@H]4CCCO4)CC3)nc(N)c2cc1OC. The result is 0 (non-inhibitor).